This data is from Full USPTO retrosynthesis dataset with 1.9M reactions from patents (1976-2016). The task is: Predict the reactants needed to synthesize the given product. (1) Given the product [CH2:12]([O:11][CH2:10][C:9]([CH3:8])([CH3:18])[CH2:14][OH:13])[CH2:15][CH2:16][CH3:17], predict the reactants needed to synthesize it. The reactants are: CC(C)(CO)CO.[CH3:8][C:9]1([CH3:18])[CH2:14][O:13][CH:12]([CH2:15][CH2:16][CH3:17])[O:11][CH2:10]1.P(=O)(O)(O)O. (2) Given the product [O:21]=[C:10]1[NH:11][C:12]2[CH:20]=[CH:19][CH:18]=[CH:17][C:13]=2[NH:14][C:15](=[O:16])[CH:9]1[NH:8][C:1](=[O:6])[CH2:2][CH2:3][CH2:4][CH3:5], predict the reactants needed to synthesize it. The reactants are: [C:1](Cl)(=[O:6])[CH2:2][CH2:3][CH2:4][CH3:5].[NH2:8][CH:9]1[C:15](=[O:16])[NH:14][C:13]2[CH:17]=[CH:18][CH:19]=[CH:20][C:12]=2[NH:11][C:10]1=[O:21].C(N(CC)CC)C. (3) Given the product [Cl:21][C:22]1[CH:23]=[CH:24][C:25]([CH:28]([C:29]2[CH:30]=[CH:31][CH:32]=[CH:33][CH:34]=2)[N:1]2[CH2:4][CH:3]([CH2:5][O:6][C:7]3[C:16]([CH:17]4[CH2:19][CH2:18]4)=[CH:15][C:10]([C:11]([O:13][CH3:14])=[O:12])=[C:9]([F:20])[CH:8]=3)[CH2:2]2)=[CH:26][CH:27]=1, predict the reactants needed to synthesize it. The reactants are: [NH:1]1[CH2:4][CH:3]([CH2:5][O:6][C:7]2[C:16]([CH:17]3[CH2:19][CH2:18]3)=[CH:15][C:10]([C:11]([O:13][CH3:14])=[O:12])=[C:9]([F:20])[CH:8]=2)[CH2:2]1.[Cl:21][C:22]1[CH:27]=[CH:26][C:25]([CH:28](Cl)[C:29]2[CH:34]=[CH:33][CH:32]=[CH:31][CH:30]=2)=[CH:24][CH:23]=1.C(=O)([O-])[O-].[K+].[K+].[I-].[Na+]. (4) The reactants are: [F:1][C:2]1[CH:7]=[CH:6][CH:5]=[CH:4][C:3]=1[N:8]1[C:12]([O:13][CH:14]([CH3:16])[CH3:15])=[CH:11][C:10]([C:17]([O:19]C)=[O:18])=[N:9]1. Given the product [F:1][C:2]1[CH:7]=[CH:6][CH:5]=[CH:4][C:3]=1[N:8]1[C:12]([O:13][CH:14]([CH3:16])[CH3:15])=[CH:11][C:10]([C:17]([OH:19])=[O:18])=[N:9]1, predict the reactants needed to synthesize it. (5) Given the product [C:28]([O:32][C:33](=[O:62])[C:34]([S:37][C:38]1[S:39][CH:40]=[C:41]([CH2:43][CH2:44][N:45]([C:46]2[N:51]=[CH:50][C:49]([CH2:52][CH3:53])=[CH:48][N:47]=2)[CH2:54][C:55]2[CH:60]=[CH:59][C:58]([N:63]3[CH2:68][CH2:67][O:66][CH2:65][CH2:64]3)=[CH:57][CH:56]=2)[N:42]=1)([CH3:36])[CH3:35])([CH3:31])([CH3:30])[CH3:29], predict the reactants needed to synthesize it. The reactants are: C(P(C(C)(C)C)C1C=CC=CC=1C1C=CC=CC=1)(C)(C)C.CC(C)([O-])C.[Na+].[C:28]([O:32][C:33](=[O:62])[C:34]([S:37][C:38]1[S:39][CH:40]=[C:41]([CH2:43][CH2:44][N:45]([CH2:54][C:55]2[CH:60]=[CH:59][C:58](Br)=[CH:57][CH:56]=2)[C:46]2[N:51]=[CH:50][C:49]([CH2:52][CH3:53])=[CH:48][N:47]=2)[N:42]=1)([CH3:36])[CH3:35])([CH3:31])([CH3:30])[CH3:29].[NH:63]1[CH2:68][CH2:67][O:66][CH2:65][CH2:64]1. (6) Given the product [CH3:35][C:32]1[CH:33]=[CH:34][C:29]([N:1]([C:17]2[CH:18]=[CH:19][C:20]3[C:21]4[C:26]([C:5]5([C:4]6[CH:3]=[C:2]([N:1]([C:12]7[CH:4]=[CH:53][C:51]([CH3:52])=[CH:54][CH:13]=7)[C:9]7[CH:8]=[CH:7][C:6]([CH3:5])=[CH:11][CH:10]=7)[CH:14]=[CH:13][C:12]=6[C:11]6[C:6]5=[CH:7][CH:8]=[CH:9][CH:10]=6)[C:15]=3[CH:16]=2)=[CH:25][CH:24]=[CH:23][CH:22]=4)[C:2]2[CH:14]=[CH:38][C:37]([CH3:40])=[CH:36][CH:3]=2)=[CH:30][CH:31]=1, predict the reactants needed to synthesize it. The reactants are: [NH2:1][C:2]1[CH:14]=[CH:13][C:12]2[C:11]3[C:6](=[CH:7][CH:8]=[CH:9][CH:10]=3)[C:5]3([C:26]4[CH:25]=[CH:24][CH:23]=[CH:22][C:21]=4[C:20]4[C:15]3=[CH:16][CH:17]=[CH:18][CH:19]=4)[C:4]=2[C:3]=1N.I[C:29]1[CH:34]=[CH:33][C:32]([CH3:35])=[CH:31][CH:30]=1.[CH3:36][C:37]([CH3:40])([O-])[CH3:38].[Na+].[C:51](P([C:51]([CH3:54])([CH3:53])[CH3:52])[C:51]([CH3:54])([CH3:53])[CH3:52])([CH3:54])([CH3:53])[CH3:52].